From a dataset of Reaction yield outcomes from USPTO patents with 853,638 reactions. Predict the reaction yield, written as a fraction of the theoretical maximum amount of product (1.0 means a 100% yield; for example, 0.34 means a 34% yield). The reactants are Cl[CH2:2][CH2:3][C:4]([C:6]1[S:10][CH:9]=[C:8]([C:11]([O:13][CH3:14])=[O:12])[C:7]=1[CH3:15])=[O:5].[NH:16]1[CH2:21][CH2:20][O:19][CH2:18][CH2:17]1. No catalyst specified. The product is [CH3:15][C:7]1[C:8]([C:11]([O:13][CH3:14])=[O:12])=[CH:9][S:10][C:6]=1[C:4](=[O:5])[CH2:3][CH2:2][N:16]1[CH2:21][CH2:20][O:19][CH2:18][CH2:17]1. The yield is 0.626.